Dataset: NCI-60 drug combinations with 297,098 pairs across 59 cell lines. Task: Regression. Given two drug SMILES strings and cell line genomic features, predict the synergy score measuring deviation from expected non-interaction effect. (1) Cell line: NCI-H226. Drug 2: C#CCC(CC1=CN=C2C(=N1)C(=NC(=N2)N)N)C3=CC=C(C=C3)C(=O)NC(CCC(=O)O)C(=O)O. Synergy scores: CSS=70.7, Synergy_ZIP=11.9, Synergy_Bliss=9.14, Synergy_Loewe=-8.12, Synergy_HSA=7.00. Drug 1: CN1C(=O)N2C=NC(=C2N=N1)C(=O)N. (2) Drug 1: CCC1(CC2CC(C3=C(CCN(C2)C1)C4=CC=CC=C4N3)(C5=C(C=C6C(=C5)C78CCN9C7C(C=CC9)(C(C(C8N6C)(C(=O)OC)O)OC(=O)C)CC)OC)C(=O)OC)O.OS(=O)(=O)O. Drug 2: C1CN(P(=O)(OC1)NCCCl)CCCl. Cell line: NCI-H322M. Synergy scores: CSS=-1.47, Synergy_ZIP=1.25, Synergy_Bliss=1.56, Synergy_Loewe=0.122, Synergy_HSA=-0.277. (3) Drug 1: C1CCC(C1)C(CC#N)N2C=C(C=N2)C3=C4C=CNC4=NC=N3. Drug 2: CN(C(=O)NC(C=O)C(C(C(CO)O)O)O)N=O. Cell line: HCT116. Synergy scores: CSS=-9.54, Synergy_ZIP=-1.32, Synergy_Bliss=-11.7, Synergy_Loewe=-13.4, Synergy_HSA=-13.4. (4) Drug 1: C1C(C(OC1N2C=C(C(=O)NC2=O)F)CO)O. Drug 2: C1=NC2=C(N1)C(=S)N=CN2. Cell line: LOX IMVI. Synergy scores: CSS=72.8, Synergy_ZIP=-1.28, Synergy_Bliss=-1.23, Synergy_Loewe=-2.22, Synergy_HSA=0.444. (5) Cell line: NCIH23. Drug 2: CC1=C2C(C(=O)C3(C(CC4C(C3C(C(C2(C)C)(CC1OC(=O)C(C(C5=CC=CC=C5)NC(=O)OC(C)(C)C)O)O)OC(=O)C6=CC=CC=C6)(CO4)OC(=O)C)O)C)O. Drug 1: CN1CCC(CC1)COC2=C(C=C3C(=C2)N=CN=C3NC4=C(C=C(C=C4)Br)F)OC. Synergy scores: CSS=48.4, Synergy_ZIP=8.04, Synergy_Bliss=8.15, Synergy_Loewe=3.77, Synergy_HSA=8.64. (6) Drug 1: CCC(=C(C1=CC=CC=C1)C2=CC=C(C=C2)OCCN(C)C)C3=CC=CC=C3.C(C(=O)O)C(CC(=O)O)(C(=O)O)O. Drug 2: C1CCC(C(C1)N)N.C(=O)(C(=O)[O-])[O-].[Pt+4]. Cell line: NCIH23. Synergy scores: CSS=2.15, Synergy_ZIP=-0.851, Synergy_Bliss=0.593, Synergy_Loewe=-6.88, Synergy_HSA=-2.98. (7) Drug 1: COC1=NC(=NC2=C1N=CN2C3C(C(C(O3)CO)O)O)N. Drug 2: B(C(CC(C)C)NC(=O)C(CC1=CC=CC=C1)NC(=O)C2=NC=CN=C2)(O)O. Cell line: M14. Synergy scores: CSS=51.9, Synergy_ZIP=-0.597, Synergy_Bliss=0.306, Synergy_Loewe=-39.6, Synergy_HSA=0.206.